Predict the reactants needed to synthesize the given product. From a dataset of Retrosynthesis with 50K atom-mapped reactions and 10 reaction types from USPTO. (1) Given the product CC(C)(C)OC(=O)Nc1ccc(N2CCC[C@@H](C(=O)N3CCCC3)C2)nc1N, predict the reactants needed to synthesize it. The reactants are: CC(C)(C)OC(=O)OC(=O)OC(C)(C)C.Nc1ccc(N2CCC[C@@H](C(=O)N3CCCC3)C2)nc1N. (2) The reactants are: CC(=O)NC(N)=S.O=C(CBr)c1cccc(CCO)c1. Given the product CC(=O)Nc1nc(-c2cccc(CCO)c2)cs1, predict the reactants needed to synthesize it. (3) Given the product CN(Cc1nc2ccccc2n1C[C@@H]1CCCN(C(=O)OC(C)(C)C)C1)[C@H]1CCCc2cccnc21, predict the reactants needed to synthesize it. The reactants are: CC(C)(C)OC(=O)N1CCC[C@@H](Cn2c(CCl)nc3ccccc32)C1.CN[C@H]1CCCc2cccnc21. (4) The reactants are: CC(C)(C)OC(=O)N1CCNCC1.COCCCOc1ccccc1-n1c(Cl)c(C(=O)O)c2ccccc21. Given the product COCCCOc1ccccc1-n1c(Cl)c(C(=O)N2CCN(C(=O)OC(C)(C)C)CC2)c2ccccc21, predict the reactants needed to synthesize it.